This data is from Reaction yield outcomes from USPTO patents with 853,638 reactions. The task is: Predict the reaction yield, written as a fraction of the theoretical maximum amount of product (1.0 means a 100% yield; for example, 0.34 means a 34% yield). (1) The reactants are C([O:4][CH2:5][C:6]1[O:10][N:9]=[C:8]([C:11]2[CH:16]=[CH:15][CH:14]=[CH:13][CH:12]=2)[C:7]=1[C:17]1[CH:22]=[CH:21][C:20]([S:23]([NH:26][C:27](=[O:30])[CH2:28][CH3:29])(=[O:25])=[O:24])=[CH:19][CH:18]=1)CC.[OH-].[Na+].Cl. The catalyst is CO. The product is [OH:4][CH2:5][C:6]1[O:10][N:9]=[C:8]([C:11]2[CH:12]=[CH:13][CH:14]=[CH:15][CH:16]=2)[C:7]=1[C:17]1[CH:22]=[CH:21][C:20]([S:23]([NH:26][C:27](=[O:30])[CH2:28][CH3:29])(=[O:24])=[O:25])=[CH:19][CH:18]=1. The yield is 0.830. (2) The reactants are [NH2:1][C:2]1[CH:17]=[CH:16][CH:15]=[C:14]([Cl:18])[C:3]=1[C:4]([NH:6][C:7]1[CH:12]=[CH:11][C:10]([F:13])=[CH:9][CH:8]=1)=[O:5].[C:19]([O:23][C:24]([NH:26][C@@H:27]([CH2:31][CH3:32])[C:28](O)=[O:29])=[O:25])([CH3:22])([CH3:21])[CH3:20].CN(C(ON1N=NC2C=CC=NC1=2)=[N+](C)C)C.F[P-](F)(F)(F)(F)F.CCN(C(C)C)C(C)C. The catalyst is C(Cl)Cl. The product is [Cl:18][C:14]1[C:3]([C:4](=[O:5])[NH:6][C:7]2[CH:8]=[CH:9][C:10]([F:13])=[CH:11][CH:12]=2)=[C:2]([NH:1][C:28](=[O:29])[C@@H:27]([NH:26][C:24](=[O:25])[O:23][C:19]([CH3:21])([CH3:20])[CH3:22])[CH2:31][CH3:32])[CH:17]=[CH:16][CH:15]=1. The yield is 0.459. (3) The reactants are [F:1][C:2]1[CH:7]=[C:6]([OH:8])[CH:5]=[C:4]([F:9])[C:3]=1[C:10]1[N:15]=[C:14]([C:16]([O:18][CH3:19])=[O:17])[CH:13]=[CH:12][C:11]=1[F:20].Br[CH2:22][CH:23]1[CH2:28][CH2:27][O:26][CH2:25][CH2:24]1.C([O-])([O-])=O.[K+].[K+]. The catalyst is CN(C=O)C. The product is [F:1][C:2]1[CH:7]=[C:6]([O:8][CH2:22][CH:23]2[CH2:28][CH2:27][O:26][CH2:25][CH2:24]2)[CH:5]=[C:4]([F:9])[C:3]=1[C:10]1[N:15]=[C:14]([C:16]([O:18][CH3:19])=[O:17])[CH:13]=[CH:12][C:11]=1[F:20]. The yield is 1.00. (4) The reactants are [CH2:1]([N:8]1[C:17]2[C:12](=[CH:13][C:14]([CH:19]=O)=[C:15]([OH:18])[CH:16]=2)[CH2:11][CH2:10][CH2:9]1)[C:2]1[CH:7]=[CH:6][CH:5]=[CH:4][CH:3]=1.C(O)(=O)C.[N+:25](CC)([O-])=O.C([O-])(=O)C.[Na+]. The catalyst is O. The product is [CH2:1]([N:8]1[C:17]2[C:12](=[CH:13][C:14]([C:19]#[N:25])=[C:15]([OH:18])[CH:16]=2)[CH2:11][CH2:10][CH2:9]1)[C:2]1[CH:7]=[CH:6][CH:5]=[CH:4][CH:3]=1. The yield is 0.450. (5) The reactants are [CH3:1][C:2]1[CH:3]=[C:4]([CH:8]=[CH:9][C:10]=1[NH:11][C:12](=[O:27])[C:13]1[CH:18]=[CH:17][C:16]([O:19][CH2:20][C:21]2[CH:26]=[CH:25][CH:24]=[CH:23][N:22]=2)=[CH:15][CH:14]=1)[C:5]([OH:7])=O.CN(C(ON1N=NC2C=CC=NC1=2)=[N+](C)C)C.F[P-](F)(F)(F)(F)F.[C:52]1([NH2:59])[C:53]([NH2:58])=[CH:54][CH:55]=[CH:56][CH:57]=1.CCN(C(C)C)C(C)C.[OH-].[Na+]. The catalyst is [Cl-].[Na+].O.CN(C=O)C. The product is [NH2:58][C:53]1[CH:54]=[CH:55][CH:56]=[CH:57][C:52]=1[NH:59][C:5](=[O:7])[C:4]1[CH:8]=[CH:9][C:10]([NH:11][C:12](=[O:27])[C:13]2[CH:14]=[CH:15][C:16]([O:19][CH2:20][C:21]3[CH:26]=[CH:25][CH:24]=[CH:23][N:22]=3)=[CH:17][CH:18]=2)=[C:2]([CH3:1])[CH:3]=1. The yield is 0.910. (6) The reactants are C(O)(=O)C.[Br:5][C:6]1[CH:11]=[CH:10][C:9]([CH:12]2[CH2:14][O:13]2)=[CH:8][CH:7]=1.O. The catalyst is C1(C)C=CC=CC=1.C1COCC1. The product is [Br:5][C:6]1[CH:11]=[CH:10][C:9]([C@@H:12]2[CH2:14][O:13]2)=[CH:8][CH:7]=1. The yield is 0.820. (7) The reactants are [C:1]([NH2:9])(=[S:8])[C:2]1[CH:7]=[CH:6][CH:5]=[N:4][CH:3]=1.Br[CH2:11][C:12](=O)[C:13]([O:15][CH2:16][CH3:17])=[O:14].CO. The catalyst is C(O)C.C(Cl)(Cl)Cl. The product is [CH2:16]([O:15][C:13]([C:12]1[N:9]=[C:1]([C:2]2[CH:3]=[N:4][CH:5]=[CH:6][CH:7]=2)[S:8][CH:11]=1)=[O:14])[CH3:17]. The yield is 0.710.